From a dataset of Forward reaction prediction with 1.9M reactions from USPTO patents (1976-2016). Predict the product of the given reaction. (1) Given the reactants [C:1]([C:5]1[CH:10]=[CH:9][C:8]([S:11]([NH:14][C:15]2[CH:16]=[CH:17][C:18]3[S:22][C:21]([C:23]([OH:25])=O)=[C:20]([C:26]4[CH:31]=[CH:30][CH:29]=[CH:28][CH:27]=4)[C:19]=3[CH:32]=2)(=[O:13])=[O:12])=[CH:7][CH:6]=1)([CH3:4])([CH3:3])[CH3:2].[NH2:33][CH:34]([CH3:37])[CH2:35][OH:36], predict the reaction product. The product is: [OH:36][CH2:35][CH:34]([NH:33][C:23]([C:21]1[S:22][C:18]2[CH:17]=[CH:16][C:15]([NH:14][S:11]([C:8]3[CH:7]=[CH:6][C:5]([C:1]([CH3:4])([CH3:2])[CH3:3])=[CH:10][CH:9]=3)(=[O:12])=[O:13])=[CH:32][C:19]=2[C:20]=1[C:26]1[CH:31]=[CH:30][CH:29]=[CH:28][CH:27]=1)=[O:25])[CH3:37]. (2) The product is: [N:13]1([C:5]2[N:4]=[C:3]([NH2:18])[C:2]([C:26]3[S:27][CH:28]=[CH:29][N:30]=3)=[C:7]([N:8]3[CH:12]=[CH:11][CH:10]=[N:9]3)[N:6]=2)[CH:17]=[CH:16][CH:15]=[N:14]1. Given the reactants Br[C:2]1[C:3]([NH2:18])=[N:4][C:5]([N:13]2[CH:17]=[CH:16][CH:15]=[N:14]2)=[N:6][C:7]=1[N:8]1[CH:12]=[CH:11][CH:10]=[N:9]1.[F-].[Cs+].C([Sn](CCCC)(CCCC)[C:26]1[S:27][CH:28]=[CH:29][N:30]=1)CCC, predict the reaction product.